From a dataset of Full USPTO retrosynthesis dataset with 1.9M reactions from patents (1976-2016). Predict the reactants needed to synthesize the given product. (1) Given the product [CH2:3]([O:7][C:8]1[CH:13]=[CH:12][C:11]([S:14]([N:17]2[C@H:22]([CH3:23])[CH2:21][S:20][C:19]([CH3:24])([CH3:25])[C@@H:18]2[C:26]([OH:28])=[O:27])(=[O:15])=[O:16])=[CH:10][CH:9]=1)[C:4]#[C:5][CH3:6], predict the reactants needed to synthesize it. The reactants are: [I-].[Li+].[CH2:3]([O:7][C:8]1[CH:13]=[CH:12][C:11]([S:14]([N:17]2[C@H:22]([CH3:23])[CH2:21][S:20][C:19]([CH3:25])([CH3:24])[C@@H:18]2[C:26]([O:28]C)=[O:27])(=[O:16])=[O:15])=[CH:10][CH:9]=1)[C:4]#[C:5][CH3:6]. (2) Given the product [Br:20][CH2:16][C:7]1[C:8]2[C:13](=[CH:12][CH:11]=[C:10]([O:14][CH3:15])[CH:9]=2)[N:5]([S:2]([CH3:1])(=[O:4])=[O:3])[C:6]=1[CH3:18], predict the reactants needed to synthesize it. The reactants are: [CH3:1][S:2]([N:5]1[C:13]2[C:8](=[CH:9][C:10]([O:14][CH3:15])=[CH:11][CH:12]=2)[C:7]([CH2:16]O)=[C:6]1[CH3:18])(=[O:4])=[O:3].P(Br)(Br)[Br:20]. (3) Given the product [CH:13]1([CH2:19][C:20](=[O:21])[CH2:1][P:2](=[O:7])([O:5][CH3:6])[O:3][CH3:4])[CH2:18][CH2:17][CH2:16][CH2:15][CH2:14]1, predict the reactants needed to synthesize it. The reactants are: [CH3:1][P:2](=[O:7])([O:5][CH3:6])[O:3][CH3:4].[Li]CCCC.[CH:13]1([CH2:19][C:20](OC)=[O:21])[CH2:18][CH2:17][CH2:16][CH2:15][CH2:14]1. (4) Given the product [F:12][C:9]([F:10])([F:11])[C:7]1[CH:6]=[C:5]([C@H:13]2[O:17][C:16](=[O:18])[N:15]([CH2:19][C:20]3[CH:25]=[C:24]([C:26]([F:28])([F:29])[F:27])[CH:23]=[CH:22][C:21]=3[C:30]3[CH:31]=[C:32]([C:39]4[CH:44]=[CH:43][C:42]([C:45]([OH:47])=[O:46])=[CH:41][C:40]=4[F:49])[C:33]([F:38])=[CH:34][C:35]=3[O:36][CH3:37])[C@H:14]2[CH3:50])[CH:4]=[C:3]([C:2]([F:52])([F:51])[F:1])[CH:8]=1, predict the reactants needed to synthesize it. The reactants are: [F:1][C:2]([F:52])([F:51])[C:3]1[CH:4]=[C:5]([C@H:13]2[O:17][C:16](=[O:18])[N:15]([CH2:19][C:20]3[CH:25]=[C:24]([C:26]([F:29])([F:28])[F:27])[CH:23]=[CH:22][C:21]=3[C:30]3[CH:31]=[C:32]([C:39]4[CH:44]=[CH:43][C:42]([C:45]([O:47]C)=[O:46])=[CH:41][C:40]=4[F:49])[C:33]([F:38])=[CH:34][C:35]=3[O:36][CH3:37])[C@H:14]2[CH3:50])[CH:6]=[C:7]([C:9]([F:12])([F:11])[F:10])[CH:8]=1.O.[OH-].[Li+].O. (5) Given the product [CH2:1]([O:5][CH2:6][CH2:7][O:8][C:9]1[CH:14]=[CH:13][C:12]([C:15]2[CH:20]=[CH:19][C:18]([N:21]3[CH2:25][CH2:24][CH:23]([C:26]([OH:28])=[O:27])[CH2:22]3)=[C:17](/[CH:30]=[C:31](\[CH3:52])/[C:32]([NH:34][C:35]3[CH:36]=[CH:37][C:38]([S@:41]([CH2:43][C:44]4[N:48]([CH2:49][CH2:50][CH3:51])[CH:47]=[N:46][CH:45]=4)=[O:42])=[CH:39][CH:40]=3)=[O:33])[CH:16]=2)=[CH:11][CH:10]=1)[CH2:2][CH2:3][CH3:4], predict the reactants needed to synthesize it. The reactants are: [CH2:1]([O:5][CH2:6][CH2:7][O:8][C:9]1[CH:14]=[CH:13][C:12]([C:15]2[CH:20]=[CH:19][C:18]([N:21]3[CH2:25][CH2:24][CH:23]([C:26]([O:28]C)=[O:27])[CH2:22]3)=[C:17](/[CH:30]=[C:31](\[CH3:52])/[C:32]([NH:34][C:35]3[CH:40]=[CH:39][C:38]([S@:41]([CH2:43][C:44]4[N:48]([CH2:49][CH2:50][CH3:51])[CH:47]=[N:46][CH:45]=4)=[O:42])=[CH:37][CH:36]=3)=[O:33])[CH:16]=2)=[CH:11][CH:10]=1)[CH2:2][CH2:3][CH3:4].[OH-].[Na+].Cl.O. (6) Given the product [F:45][C:41]1([F:46])[C:40]2[N:36]([CH2:35][C:34]([NH:33][C@H:23]([C:12]3[C:11]([C:6]4[CH:7]=[CH:8][CH:9]=[C:10]5[C:5]=4[N:4]([CH3:52])[N:3]=[C:2]5[NH:1][S:65]([C:63]4[N:62]=[CH:61][N:60]([CH3:59])[CH:64]=4)(=[O:67])=[O:66])=[CH:16][CH:15]=[C:14]([C:17]#[C:18][C:19]([OH:22])([CH3:21])[CH3:20])[N:13]=3)[CH2:24][C:25]3[CH:30]=[C:29]([F:31])[CH:28]=[C:27]([F:32])[CH:26]=3)=[O:51])[N:37]=[C:38]([C:47]([F:49])([F:48])[F:50])[C:39]=2[C@H:43]2[CH2:44][C@@H:42]12, predict the reactants needed to synthesize it. The reactants are: [NH2:1][C:2]1[C:10]2[C:5](=[C:6]([C:11]3[C:12]([C@@H:23]([NH:33][C:34](=[O:51])[CH2:35][N:36]4[C:40]5[C:41]([F:46])([F:45])[C@@H:42]6[CH2:44][C@@H:43]6[C:39]=5[C:38]([C:47]([F:50])([F:49])[F:48])=[N:37]4)[CH2:24][C:25]4[CH:30]=[C:29]([F:31])[CH:28]=[C:27]([F:32])[CH:26]=4)=[N:13][C:14]([C:17]#[C:18][C:19]([OH:22])([CH3:21])[CH3:20])=[CH:15][CH:16]=3)[CH:7]=[CH:8][CH:9]=2)[N:4]([CH3:52])[N:3]=1.N1C=CC=CC=1.[CH3:59][N:60]1[CH:64]=[C:63]([S:65](Cl)(=[O:67])=[O:66])[N:62]=[CH:61]1. (7) Given the product [C:33]([O:32][C@H:16]1[CH2:15][CH2:14][C@H:13]2[C@H:12]3[C@H:21]([CH2:20][CH2:19][C@:17]12[CH3:18])[C@:22]1([CH3:31])[C@H:9]([CH2:26][CH2:25][CH2:24][CH2:23]1)[C:10](=[O:36])[CH2:11]3)(=[O:35])[CH3:34], predict the reactants needed to synthesize it. The reactants are: C(=O)([O-])[O-].[K+].[K+].CO[C@:9]12[CH2:26][C@@H:25](OC(=O)C)[CH2:24][CH2:23][C@:22]1([CH3:31])[C@@H:21]1[C@H:12]([C@H:13]3[C@@:17]([CH2:19][CH2:20]1)([CH3:18])[C@@H:16]([O:32][C:33](=[O:35])[CH3:34])[CH2:15][CH2:14]3)[CH2:11][C:10]2=[O:36].C(O)(=O)C.